From a dataset of Forward reaction prediction with 1.9M reactions from USPTO patents (1976-2016). Predict the product of the given reaction. The product is: [CH:10]([C:6]1[CH:7]=[CH:8][CH:9]=[C:4]([CH:1]([CH3:3])[CH3:2])[C:5]=1[NH:13][C:22]1[CH:27]=[CH:26][CH:25]=[CH:24][CH:23]=1)([CH3:12])[CH3:11]. Given the reactants [CH:1]([C:4]1[CH:9]=[CH:8][CH:7]=[C:6]([CH:10]([CH3:12])[CH3:11])[C:5]=1[NH2:13])([CH3:3])[CH3:2].CC([O-])=O.CC([O-])=O.[CH:22]1[CH:27]=[CH:26][C:25]([Bi+2]([C:22]2[CH:27]=[CH:26][CH:25]=[CH:24][CH:23]=2)[C:22]2[CH:27]=[CH:26][CH:25]=[CH:24][CH:23]=2)=[CH:24][CH:23]=1, predict the reaction product.